Predict the reactants needed to synthesize the given product. From a dataset of Full USPTO retrosynthesis dataset with 1.9M reactions from patents (1976-2016). Given the product [S:1]1[C:5]2[CH:6]=[CH:7][CH:8]=[CH:9][C:4]=2[C:3]([N:10]2[CH2:15][CH2:14][N:13]([CH2:16][CH2:17][C:18]3[CH:19]=[C:20]4[C:24](=[CH:25][CH:26]=3)[CH2:23][C@H:22]([N:27]([CH3:32])[C:28](=[O:30])[CH3:29])[CH2:21]4)[CH2:12][CH2:11]2)=[N:2]1, predict the reactants needed to synthesize it. The reactants are: [S:1]1[C:5]2[CH:6]=[CH:7][CH:8]=[CH:9][C:4]=2[C:3]([N:10]2[CH2:15][CH2:14][N:13]([CH2:16][CH2:17][C:18]3[CH:19]=[C:20]4[C:24](=[CH:25][CH:26]=3)[CH2:23][C@H:22]([NH:27][C:28](=[O:30])[CH3:29])[CH2:21]4)[CH2:12][CH2:11]2)=[N:2]1.I[CH3:32].